Dataset: Catalyst prediction with 721,799 reactions and 888 catalyst types from USPTO. Task: Predict which catalyst facilitates the given reaction. (1) Reactant: [N+:1]([O-:4])(O)=[O:2].[Cl:5][CH2:6][CH2:7][CH2:8][O:9][C:10]1[CH:19]=[CH:18][C:13]([C:14]([O:16][CH3:17])=[O:15])=[CH:12][C:11]=1[O:20][CH3:21]. Product: [Cl:5][CH2:6][CH2:7][CH2:8][O:9][C:10]1[C:11]([O:20][CH3:21])=[CH:12][C:13]([C:14]([O:16][CH3:17])=[O:15])=[C:18]([N+:1]([O-:4])=[O:2])[CH:19]=1. The catalyst class is: 6. (2) Reactant: [C:1]([O:5][C:6](=[O:31])[NH:7][C:8]1[CH:13]=[CH:12][C:11]([O:14][C:15]2[CH:20]=[CH:19][C:18]([S:21][C:22](=O)N(C)C)=[CH:17][CH:16]=2)=[CH:10][C:9]=1[O:27][CH2:28][O:29][CH3:30])([CH3:4])([CH3:3])[CH3:2].[OH-].[K+].C([CH:36]1[O:38][CH2:37]1)Cl. Product: [C:1]([O:5][C:6](=[O:31])[NH:7][C:8]1[CH:13]=[CH:12][C:11]([O:14][C:15]2[CH:20]=[CH:19][C:18]([S:21][CH2:22][CH:37]3[CH2:36][O:38]3)=[CH:17][CH:16]=2)=[CH:10][C:9]=1[O:27][CH2:28][O:29][CH3:30])([CH3:2])([CH3:4])[CH3:3]. The catalyst class is: 5. (3) Reactant: [CH2:1]([C:3]1[C:4]([CH2:18][NH2:19])=[N:5][N:6]([C:12]2[CH:17]=[CH:16][CH:15]=[CH:14][CH:13]=2)[C:7]=1[CH2:8][CH:9]([CH3:11])[CH3:10])[CH3:2].C(N(CC)CC)C.[C:27]1([S:33](Cl)(=[O:35])=[O:34])[CH:32]=[CH:31][CH:30]=[CH:29][CH:28]=1.O. Product: [CH2:8]([C:7]1[N:6]([C:12]2[CH:17]=[CH:16][CH:15]=[CH:14][CH:13]=2)[N:5]=[C:4]([CH2:18][NH:19][S:33]([C:27]2[CH:32]=[CH:31][CH:30]=[CH:29][CH:28]=2)(=[O:35])=[O:34])[C:3]=1[CH2:1][CH3:2])[CH:9]([CH3:11])[CH3:10]. The catalyst class is: 4. (4) Reactant: [Cl:1][C:2]1[CH:3]=[C:4]2[C:9](=[CH:10][C:11]=1[OH:12])[O:8][C:7]([CH3:14])([CH3:13])[CH:6]=[C:5]2[C:15]([F:18])([F:17])[F:16].O[CH2:20][CH2:21][CH2:22][O:23][C:24]1[CH:38]=[CH:37][C:27]([O:28][C:29]([CH3:36])([CH2:34][CH3:35])[C:30]([O:32][CH3:33])=[O:31])=[CH:26][CH:25]=1.C1(P(C2C=CC=CC=2)C2C=CC=CC=2)C=CC=CC=1.N(C(OCC)=O)=NC(OCC)=O. Product: [Cl:1][C:2]1[CH:3]=[C:4]2[C:9](=[CH:10][C:11]=1[O:12][CH2:20][CH2:21][CH2:22][O:23][C:24]1[CH:38]=[CH:37][C:27]([O:28][C:29]([CH3:36])([CH2:34][CH3:35])[C:30]([O:32][CH3:33])=[O:31])=[CH:26][CH:25]=1)[O:8][C:7]([CH3:14])([CH3:13])[CH:6]=[C:5]2[C:15]([F:16])([F:18])[F:17]. The catalyst class is: 1. (5) Reactant: [CH3:1][C:2]1[C:7]([C:8]([O:10][CH2:11][CH3:12])=[O:9])=[CH:6][N:5]=[C:4]([S:13][CH3:14])[N:3]=1.CO[CH:17](OC)[N:18]([CH3:20])[CH3:19]. Product: [CH3:17][N:18]([CH3:20])/[CH:19]=[CH:1]/[C:2]1[C:7]([C:8]([O:10][CH2:11][CH3:12])=[O:9])=[CH:6][N:5]=[C:4]([S:13][CH3:14])[N:3]=1. The catalyst class is: 13. (6) The catalyst class is: 3. Product: [F:1][C:2]1[CH:3]=[C:4]([C:9](=[O:11])[CH3:10])[CH:5]=[CH:6][C:7]=1[N:12]1[CH2:17][CH2:16][O:15][CH2:14][CH2:13]1. Reactant: [F:1][C:2]1[CH:3]=[C:4]([C:9](=[O:11])[CH3:10])[CH:5]=[CH:6][C:7]=1F.[NH:12]1[CH2:17][CH2:16][O:15][CH2:14][CH2:13]1.C(=O)([O-])[O-].[K+].[K+].O. (7) Reactant: [Br:1][C:2]1[CH:7]=[CH:6][C:5]([C:8]2[N:9]=[C:10]([NH:13][CH:14]([CH2:17][C:18]([F:21])([F:20])[F:19])[CH2:15][OH:16])[S:11][CH:12]=2)=[CH:4][CH:3]=1.C(N(CC)CC)C.Cl[C:30](Cl)([O:32]C(=O)OC(Cl)(Cl)Cl)Cl.C(=O)(O)[O-].[Na+]. Product: [Br:1][C:2]1[CH:7]=[CH:6][C:5]([C:8]2[N:9]=[C:10]([N:13]3[CH:14]([CH2:17][C:18]([F:19])([F:21])[F:20])[CH2:15][O:16][C:30]3=[O:32])[S:11][CH:12]=2)=[CH:4][CH:3]=1. The catalyst class is: 2.